The task is: Predict the reaction yield, written as a fraction of the theoretical maximum amount of product (1.0 means a 100% yield; for example, 0.34 means a 34% yield).. This data is from Reaction yield outcomes from USPTO patents with 853,638 reactions. (1) The reactants are CC1C=C(N2CCN(CCOC3C=CC=CC=3)C2=O)SC=1C(O)=O.[F:25][C:26]1[CH:47]=[CH:46][C:29]([CH2:30][N:31]2[CH2:35][CH2:34][N:33]([C:36]3[S:40][C:39]([C:41](O)=[O:42])=[C:38]([CH3:44])[CH:37]=3)[C:32]2=[O:45])=[CH:28][CH:27]=1.[S:48]1[CH:52]=[CH:51][CH:50]=[C:49]1[CH2:53][NH2:54]. No catalyst specified. The product is [F:25][C:26]1[CH:47]=[CH:46][C:29]([CH2:30][N:31]2[CH2:35][CH2:34][N:33]([C:36]3[S:40][C:39]([C:41]([NH:54][CH2:53][C:49]4[S:48][CH:52]=[CH:51][CH:50]=4)=[O:42])=[C:38]([CH3:44])[CH:37]=3)[C:32]2=[O:45])=[CH:28][CH:27]=1. The yield is 0.820. (2) The reactants are [F:1][C:2]([F:43])([F:42])[C:3]1[CH:4]=[C:5]([CH:39]=[CH:40][CH:41]=1)[CH2:6][NH:7][C:8](=[O:38])[C:9]1[CH:14]=[CH:13][N:12]=[C:11]([C:15]2[CH:20]=[C:19]([N:21]3[CH2:26][CH2:25][CH2:24][CH2:23][CH2:22]3)[CH:18]=[CH:17][C:16]=2[NH:27][C:28](=[O:37])[C:29]2[CH:34]=[CH:33][CH:32]=[C:31]([CH2:35]Br)[CH:30]=2)[CH:10]=1.[NH:44]1[CH2:49][CH2:48][CH:47]([NH:50][C:51](=[O:53])[CH3:52])[CH2:46][CH2:45]1.[I-].[K+].C(=O)([O-])[O-].[K+].[K+]. The yield is 0.500. The product is [C:51]([NH:50][CH:47]1[CH2:48][CH2:49][N:44]([CH2:35][C:31]2[CH:30]=[C:29]([CH:34]=[CH:33][CH:32]=2)[C:28]([NH:27][C:16]2[CH:17]=[CH:18][C:19]([N:21]3[CH2:26][CH2:25][CH2:24][CH2:23][CH2:22]3)=[CH:20][C:15]=2[C:11]2[CH:10]=[C:9]([CH:14]=[CH:13][N:12]=2)[C:8]([NH:7][CH2:6][C:5]2[CH:39]=[CH:40][CH:41]=[C:3]([C:2]([F:43])([F:42])[F:1])[CH:4]=2)=[O:38])=[O:37])[CH2:45][CH2:46]1)(=[O:53])[CH3:52]. The catalyst is CN(C)C=O.O. (3) The reactants are [O:1]1[C:5]2[CH:6]=[CH:7][CH:8]=[CH:9][C:4]=2[NH:3][C:2]1=[O:10].C(=O)([O-])[O-].[K+].[K+].Br[CH2:18][CH2:19][CH2:20][Cl:21]. The catalyst is CN(C)C=O.C(OCC)(=O)C. The product is [Cl:21][CH2:20][CH2:19][CH2:18][N:3]1[C:4]2[CH:9]=[CH:8][CH:7]=[CH:6][C:5]=2[O:1][C:2]1=[O:10]. The yield is 0.990. (4) The yield is 0.320. The product is [CH:1]1([C:4]2[NH:8][C:7]3[C:9]([C:14]([NH:24][CH:20]4[CH2:21][CH2:22][CH2:23][N:18]([CH3:17])[CH2:19]4)=[O:16])=[CH:10][CH:11]=[C:12]([OH:13])[C:6]=3[N:5]=2)[CH2:2][CH2:3]1. No catalyst specified. The reactants are [CH:1]1([C:4]2[NH:8][C:7]3[C:9]([C:14]([OH:16])=O)=[CH:10][CH:11]=[C:12]([OH:13])[C:6]=3[N:5]=2)[CH2:3][CH2:2]1.[CH3:17][N:18]1[CH2:23][CH2:22][CH2:21][CH:20]([NH2:24])[CH2:19]1. (5) The catalyst is CN(C=O)C. The reactants are [CH2:1]([O:8][C:9]1[CH:14]=[C:13]([O:15][CH2:16][C:17]2[CH:22]=[CH:21][CH:20]=[CH:19][CH:18]=2)[C:12]([N:23]=[N+:24]=[N-:25])=[CH:11][C:10]=1[CH:26]([CH3:28])[CH3:27])[C:2]1[CH:7]=[CH:6][CH:5]=[CH:4][CH:3]=1.[C:29]([O:33][C:34](=[O:50])[N:35]([C:48]#[CH:49])[C:36]1[CH:41]=[CH:40][C:39]([N:42]2[CH2:47][CH2:46][O:45][CH2:44][CH2:43]2)=[CH:38][CH:37]=1)([CH3:32])([CH3:31])[CH3:30].CCOC(C)=O.O. The product is [C:29]([O:33][C:34](=[O:50])[N:35]([C:48]1[N:23]([C:12]2[CH:11]=[C:10]([CH:26]([CH3:28])[CH3:27])[C:9]([O:8][CH2:1][C:2]3[CH:3]=[CH:4][CH:5]=[CH:6][CH:7]=3)=[CH:14][C:13]=2[O:15][CH2:16][C:17]2[CH:18]=[CH:19][CH:20]=[CH:21][CH:22]=2)[N:24]=[N:25][CH:49]=1)[C:36]1[CH:37]=[CH:38][C:39]([N:42]2[CH2:43][CH2:44][O:45][CH2:46][CH2:47]2)=[CH:40][CH:41]=1)([CH3:32])([CH3:31])[CH3:30]. The yield is 0.620.